Predict the reaction yield, written as a fraction of the theoretical maximum amount of product (1.0 means a 100% yield; for example, 0.34 means a 34% yield). From a dataset of Reaction yield outcomes from USPTO patents with 853,638 reactions. (1) The yield is 0.210. The product is [O:23]=[C:24]1[CH2:28][CH:27]([CH2:29][OH:30])[CH2:26][N:25]1[C:31]1[CH:36]=[CH:35][C:34]([C:3]2[CH:8]=[CH:7][C:6]([N:9]3[CH2:13][C@H:12]([CH2:14][C:15](=[O:19])[C:16]([NH2:18])=[O:17])[O:11][CH2:10]3)=[CH:5][C:4]=2[F:20])=[CH:33][N:32]=1. The catalyst is CN1CCCC1=O. The reactants are C[Sn](C)(C)[C:3]1[CH:8]=[CH:7][C:6]([N:9]2[CH2:13][C@H:12]([CH2:14][C:15](=[O:19])[C:16]([NH2:18])=[O:17])[O:11][CH2:10]2)=[CH:5][C:4]=1[F:20].[O:23]=[C:24]1[CH2:28][CH:27]([CH2:29][OH:30])[CH2:26][N:25]1[C:31]1[CH:36]=[CH:35][C:34](Br)=[CH:33][N:32]=1.[Cl-].[Li+].O. (2) The reactants are [CH2:1]([O:8][C:9]1[CH:21]=[C:20]2[C:12]([C:13]3[CH:14]=[CH:15][C:16]([OH:22])=[CH:17][C:18]=3[NH:19]2)=[CH:11][CH:10]=1)[C:2]1C=CC=CC=1.C(=O)([O-])[O-].[Cs+].[Cs+].BrCC[F:32]. The catalyst is CN(C=O)C.O.C(O)(=O)C.[Pd]. The product is [F:32][CH2:2][CH2:1][O:8][C:9]1[CH:21]=[C:20]2[C:12]([C:13]3[CH:14]=[CH:15][C:16]([OH:22])=[CH:17][C:18]=3[NH:19]2)=[CH:11][CH:10]=1. The yield is 0.310. (3) The reactants are [CH3:1][C:2]1[CH:7]=[C:6]([C:8]([O:10]C)=[O:9])[CH:5]=[CH:4][C:3]=1[C:12]1[CH:17]=[CH:16][CH:15]=[CH:14][C:13]=1[CH3:18].[OH-].[Na+]. The catalyst is C1COCC1. The product is [CH3:1][C:2]1[CH:7]=[C:6]([C:8]([OH:10])=[O:9])[CH:5]=[CH:4][C:3]=1[C:12]1[CH:17]=[CH:16][CH:15]=[CH:14][C:13]=1[CH3:18]. The yield is 0.950.